Dataset: Forward reaction prediction with 1.9M reactions from USPTO patents (1976-2016). Task: Predict the product of the given reaction. (1) Given the reactants [ClH:1].O1CCOCC1.C(OC([NH:15][CH:16]([C:42]1[CH:47]=[CH:46][CH:45]=[CH:44][CH:43]=1)[C:17]1[CH:18]=[C:19]([CH:39]=[CH:40][CH:41]=1)[O:20][CH2:21][C:22]1[CH:38]=[CH:37][C:25]([C:26]([O:28][CH2:29][CH2:30][CH2:31][CH:32]2[O:36][CH2:35][CH2:34][O:33]2)=[O:27])=[CH:24][CH:23]=1)=O)(C)(C)C, predict the reaction product. The product is: [ClH:1].[NH2:15][CH:16]([C:42]1[CH:47]=[CH:46][CH:45]=[CH:44][CH:43]=1)[C:17]1[CH:18]=[C:19]([CH:39]=[CH:40][CH:41]=1)[O:20][CH2:21][C:22]1[CH:38]=[CH:37][C:25]([C:26]([O:28][CH2:29][CH2:30][CH2:31][CH:32]2[O:33][CH2:34][CH2:35][O:36]2)=[O:27])=[CH:24][CH:23]=1. (2) Given the reactants [NH2:1][C:2]1[S:3][C:4]([C:17]2[CH:22]=[CH:21][CH:20]=[C:19]([F:23])[CH:18]=2)=[C:5]([C:7]([N:9]2[CH2:14][C@H:13]3[C@H:11]([CH2:12]3)[C@H:10]2[CH2:15][NH2:16])=[O:8])[N:6]=1.[O:24]1[CH2:29][CH2:28][O:27][C:26]2=[C:30]([C:33](O)=[O:34])[S:31][CH:32]=[C:25]12, predict the reaction product. The product is: [NH2:1][C:2]1[S:3][C:4]([C:17]2[CH:22]=[CH:21][CH:20]=[C:19]([F:23])[CH:18]=2)=[C:5]([C:7]([N:9]2[CH2:14][C@H:13]3[C@H:11]([CH2:12]3)[C@H:10]2[CH2:15][NH:16][C:33]([C:30]2[S:31][CH:32]=[C:25]3[C:26]=2[O:27][CH2:28][CH2:29][O:24]3)=[O:34])=[O:8])[N:6]=1.